This data is from Reaction yield outcomes from USPTO patents with 853,638 reactions. The task is: Predict the reaction yield, written as a fraction of the theoretical maximum amount of product (1.0 means a 100% yield; for example, 0.34 means a 34% yield). (1) The reactants are C(Cl)(=O)C(Cl)=O.CS(C)=O.[C:11]([O:14][CH2:15][C:16]1[CH:21]=[CH:20][CH:19]=[C:18]([CH2:22][CH2:23][CH2:24][CH2:25][OH:26])[C:17]=1[Br:27])(=[O:13])[CH3:12]. The catalyst is C(Cl)Cl. The product is [C:11]([O:14][CH2:15][C:16]1[CH:21]=[CH:20][CH:19]=[C:18]([CH2:22][CH2:23][CH2:24][CH:25]=[O:26])[C:17]=1[Br:27])(=[O:13])[CH3:12]. The yield is 0.820. (2) The reactants are C([O:3][P:4]([CH2:9][CH2:10][NH:11][CH2:12][C:13]([CH3:36])=[CH:14][CH2:15][C:16]1[C:17]([O:29]CC[Si](C)(C)C)=[C:18]2[C:22](=[C:23]([CH3:27])[C:24]=1[CH2:25][CH3:26])[CH2:21][O:20][C:19]2=[O:28])(=[O:8])[O:5]CC)C.C[Si](Br)(C)C. The catalyst is CN(C=O)C.C(Cl)Cl. The product is [CH2:25]([C:24]1[C:23]([CH3:27])=[C:22]2[C:18]([C:19](=[O:28])[O:20][CH2:21]2)=[C:17]([OH:29])[C:16]=1[CH2:15][CH:14]=[C:13]([CH3:36])[CH2:12][NH:11][CH2:10][CH2:9][P:4](=[O:3])([OH:8])[OH:5])[CH3:26]. The yield is 0.570. (3) The reactants are [C:1]1([C:7]2[C:16]([N:17]3[CH2:22][CH2:21][N:20]([C:23]4[CH:28]=[CH:27][CH:26]=[CH:25][N:24]=4)[CH2:19][CH2:18]3)=[N:15][C:14]3[C:9](=[CH:10][CH:11]=[C:12]([C:29]([O:31]C)=[O:30])[CH:13]=3)[N:8]=2)[CH:6]=[CH:5][CH:4]=[CH:3][CH:2]=1.[OH-].[Na+].Cl. The catalyst is CO. The product is [C:1]1([C:7]2[C:16]([N:17]3[CH2:22][CH2:21][N:20]([C:23]4[CH:28]=[CH:27][CH:26]=[CH:25][N:24]=4)[CH2:19][CH2:18]3)=[N:15][C:14]3[C:9](=[CH:10][CH:11]=[C:12]([C:29]([OH:31])=[O:30])[CH:13]=3)[N:8]=2)[CH:2]=[CH:3][CH:4]=[CH:5][CH:6]=1. The yield is 0.830.